This data is from hERG Central: cardiac toxicity at 1µM, 10µM, and general inhibition. The task is: Predict hERG channel inhibition at various concentrations. The drug is COC(=O)c1cc([N+](=O)[O-])ccc1N1CCN(Cc2ccccc2)CC1. Results: hERG_inhib (hERG inhibition (general)): blocker.